This data is from Catalyst prediction with 721,799 reactions and 888 catalyst types from USPTO. The task is: Predict which catalyst facilitates the given reaction. (1) Reactant: [CH3:1][O:2][C:3](=[O:14])[C:4]([C@H:7]1[CH2:12][CH2:11][C@H:10]([OH:13])[CH2:9][CH2:8]1)([CH3:6])[CH3:5].C(N(CC)CC)C.[C:22]1([CH3:32])[CH:27]=[CH:26][C:25]([S:28](Cl)(=[O:30])=[O:29])=[CH:24][CH:23]=1.C(=O)([O-])O.[Na+]. Product: [CH3:1][O:2][C:3](=[O:14])[C:4]([CH3:6])([C@H:7]1[CH2:8][CH2:9][C@H:10]([O:13][S:28]([C:25]2[CH:26]=[CH:27][C:22]([CH3:32])=[CH:23][CH:24]=2)(=[O:30])=[O:29])[CH2:11][CH2:12]1)[CH3:5]. The catalyst class is: 112. (2) The catalyst class is: 734. Reactant: [CH3:1][O:2][C:3](=[O:19])[C:4]1[CH:9]=[CH:8][C:7]([CH3:10])=[CH:6][C:5]=1[O:11][S:12]([C:15]([F:18])([F:17])[F:16])(=[O:14])=[O:13].[Br:20]N1C(=O)CCC1=O. Product: [CH3:1][O:2][C:3](=[O:19])[C:4]1[CH:9]=[CH:8][C:7]([CH2:10][Br:20])=[CH:6][C:5]=1[O:11][S:12]([C:15]([F:17])([F:16])[F:18])(=[O:14])=[O:13]. (3) Reactant: [NH2:1][C:2]1[CH:7]=[CH:6][C:5]([C:8]2[C:16]3[C:15]([NH2:17])=[N:14][CH:13]=[N:12][C:11]=3[O:10][CH:9]=2)=[CH:4][CH:3]=1.N1C=CC=CC=1.[C:24](Cl)(=[O:31])[C:25]1[CH:30]=[CH:29][CH:28]=[CH:27][CH:26]=1. Product: [NH2:17][C:15]1[C:16]2[C:8]([C:5]3[CH:4]=[CH:3][C:2]([NH:1][C:24](=[O:31])[C:25]4[CH:30]=[CH:29][CH:28]=[CH:27][CH:26]=4)=[CH:7][CH:6]=3)=[CH:9][O:10][C:11]=2[N:12]=[CH:13][N:14]=1. The catalyst class is: 4.